This data is from NCI-60 drug combinations with 297,098 pairs across 59 cell lines. The task is: Regression. Given two drug SMILES strings and cell line genomic features, predict the synergy score measuring deviation from expected non-interaction effect. (1) Drug 1: C1=CC(=CC=C1CCCC(=O)O)N(CCCl)CCCl. Drug 2: CS(=O)(=O)CCNCC1=CC=C(O1)C2=CC3=C(C=C2)N=CN=C3NC4=CC(=C(C=C4)OCC5=CC(=CC=C5)F)Cl. Cell line: NCI-H322M. Synergy scores: CSS=19.7, Synergy_ZIP=-9.29, Synergy_Bliss=-2.29, Synergy_Loewe=-41.0, Synergy_HSA=-4.48. (2) Synergy scores: CSS=-15.0, Synergy_ZIP=4.02, Synergy_Bliss=0.241, Synergy_Loewe=-5.07, Synergy_HSA=-6.05. Drug 1: CCCS(=O)(=O)NC1=C(C(=C(C=C1)F)C(=O)C2=CNC3=C2C=C(C=N3)C4=CC=C(C=C4)Cl)F. Drug 2: CC1=C(C=C(C=C1)NC2=NC=CC(=N2)N(C)C3=CC4=NN(C(=C4C=C3)C)C)S(=O)(=O)N.Cl. Cell line: NCI-H322M. (3) Drug 1: C1C(C(OC1N2C=NC3=C(N=C(N=C32)Cl)N)CO)O. Drug 2: CC(C)NC(=O)C1=CC=C(C=C1)CNNC.Cl. Cell line: RXF 393. Synergy scores: CSS=-1.12, Synergy_ZIP=1.56, Synergy_Bliss=1.09, Synergy_Loewe=-2.37, Synergy_HSA=-1.86. (4) Drug 1: CC12CCC(CC1=CCC3C2CCC4(C3CC=C4C5=CN=CC=C5)C)O. Drug 2: CCN(CC)CCNC(=O)C1=C(NC(=C1C)C=C2C3=C(C=CC(=C3)F)NC2=O)C. Cell line: NCI-H322M. Synergy scores: CSS=0.535, Synergy_ZIP=1.20, Synergy_Bliss=3.48, Synergy_Loewe=1.11, Synergy_HSA=1.41. (5) Synergy scores: CSS=9.74, Synergy_ZIP=2.38, Synergy_Bliss=2.37, Synergy_Loewe=-1.86, Synergy_HSA=0.675. Cell line: HCT116. Drug 2: COC1=C(C=C2C(=C1)N=CN=C2NC3=CC(=C(C=C3)F)Cl)OCCCN4CCOCC4. Drug 1: C1CCC(C1)C(CC#N)N2C=C(C=N2)C3=C4C=CNC4=NC=N3.